From a dataset of Catalyst prediction with 721,799 reactions and 888 catalyst types from USPTO. Predict which catalyst facilitates the given reaction. (1) Reactant: [NH2:1][C@@H:2]([CH2:21][C:22]1[C:23]2[CH:30]=[CH:29][CH:28]=[CH:27][C:24]=2[S:25][CH:26]=1)[C:3]([NH:5][CH:6]([C:14](=[O:20])[NH:15][CH2:16][CH2:17][O:18][CH3:19])[CH2:7][C:8]1[CH:13]=[CH:12][CH:11]=[CH:10][CH:9]=1)=[O:4].[Cl-].[CH3:32][O:33][C:34]1[CH:39]=[C:38]([O:40][CH3:41])[CH:37]=[CH:36][C:35]=1[CH2:42][N:43]([O:55][CH2:56][C:57]1[CH:62]=[CH:61][C:60]([O:63][CH3:64])=[CH:59][CH:58]=1)[C:44]([CH2:46][C@@H:47]([CH2:51][CH2:52][CH2:53][CH3:54])[C:48](O)=[O:49])=[O:45].[Na].C(Cl)CCl.C1C=CC2N(O)N=NC=2C=1.CN1CCOCC1. Product: [S:25]1[CH:26]=[C:22]([CH2:21][C@H:2]([NH:1][C:48](=[O:49])[C@H:47]([CH2:51][CH2:52][CH2:53][CH3:54])[CH2:46][C:44]([N:43]([CH2:42][C:35]2[CH:36]=[CH:37][C:38]([O:40][CH3:41])=[CH:39][C:34]=2[O:33][CH3:32])[O:55][CH2:56][C:57]2[CH:58]=[CH:59][C:60]([O:63][CH3:64])=[CH:61][CH:62]=2)=[O:45])[C:3](=[O:4])[NH:5][CH:6]([C:14](=[O:20])[NH:15][CH2:16][CH2:17][O:18][CH3:19])[CH2:7][C:8]2[CH:9]=[CH:10][CH:11]=[CH:12][CH:13]=2)[C:23]2[CH:30]=[CH:29][CH:28]=[CH:27][C:24]1=2. The catalyst class is: 4. (2) Reactant: [CH2:1]([O:3][C:4](=[O:15])[CH:5](P(OCC)(OCC)=O)[CH3:6])[CH3:2].C(N(C(C)C)CC)(C)C.[Cl-].[Li+].[CH3:27][C:28]1([C:33]2[N:38]=[C:37]([CH:39]=O)[CH:36]=[CH:35][CH:34]=2)[O:32][CH2:31][CH2:30][O:29]1. Product: [CH2:1]([O:3][C:4](=[O:15])[C:5]([CH3:6])=[CH:39][C:37]1[CH:36]=[CH:35][CH:34]=[C:33]([C:28]2([CH3:27])[O:29][CH2:30][CH2:31][O:32]2)[N:38]=1)[CH3:2]. The catalyst class is: 115. (3) Reactant: [CH3:1][O:2][C:3]1[CH:16]=[CH:15][CH:14]=[CH:13][C:4]=1[CH2:5][CH2:6][CH:7]1[CH2:12][CH2:11][NH:10][CH2:9][CH2:8]1.[F:17][C:18]1[CH:26]=[CH:25][C:21]([CH2:22][CH2:23]Br)=[CH:20][CH:19]=1.C([O-])([O-])=O.[K+].[K+]. Product: [F:17][C:18]1[CH:26]=[CH:25][C:21]([CH2:22][CH2:23][N:10]2[CH2:11][CH2:12][CH:7]([CH2:6][CH2:5][C:4]3[CH:13]=[CH:14][CH:15]=[CH:16][C:3]=3[O:2][CH3:1])[CH2:8][CH2:9]2)=[CH:20][CH:19]=1. The catalyst class is: 3.